Dataset: Reaction yield outcomes from USPTO patents with 853,638 reactions. Task: Predict the reaction yield, written as a fraction of the theoretical maximum amount of product (1.0 means a 100% yield; for example, 0.34 means a 34% yield). (1) The reactants are [N:1]1[CH:6]=[CH:5][CH:4]=[C:3]([O:7][CH:8]=[C:9]2[CH:17]=[CH:16][C:12]([C:13]([OH:15])=O)=[C:11]([O:18][C:19]3[CH:24]=[CH:23][CH:22]=[CH:21][CH:20]=3)[CH2:10]2)[CH:2]=1.ON1C(=O)C2C=CC=CC=2N=N1.Cl.[CH3:38][O:39][C:40](=[O:47])[C@H:41]([CH2:43][CH2:44][S:45][CH3:46])[NH2:42].Cl.C(N=C=NCCCN(C)C)C. The catalyst is CN(C=O)C.O.C(N(CC)CC)C. The product is [CH3:38][O:39][C:40](=[O:47])[C@H:41]([CH2:43][CH2:44][S:45][CH3:46])[NH:42][C:13](=[O:15])[C:12]1[CH:16]=[CH:17][C:9]([CH2:8][O:7][C:3]2[CH:2]=[N:1][CH:6]=[CH:5][CH:4]=2)=[CH:10][C:11]=1[O:18][C:19]1[CH:24]=[CH:23][CH:22]=[CH:21][CH:20]=1. The yield is 0.980. (2) The reactants are [CH:1]1([N:6]2[CH2:12][C:11]([F:14])([F:13])[C:10](=[O:15])[N:9]([CH3:16])[C:8]3[CH:17]=[N:18][C:19]([NH:21][C:22]4[CH:30]=[CH:29][C:25]([C:26]([OH:28])=O)=[CH:24][C:23]=4[O:31][CH3:32])=[N:20][C:7]2=3)[CH2:5][CH2:4][CH2:3][CH2:2]1.[NH2:33][CH:34]1[CH2:37][N:36](C(OC(C)(C)C)=O)[CH2:35]1.CN(C(ON1N=NC2C=CC=NC1=2)=[N+](C)C)C.F[P-](F)(F)(F)(F)F.CCN(C(C)C)C(C)C. The catalyst is CN(C=O)C.O. The product is [NH:36]1[CH2:37][CH:34]([NH:33][C:26](=[O:28])[C:25]2[CH:29]=[CH:30][C:22]([NH:21][C:19]3[N:18]=[CH:17][C:8]4[N:9]([CH3:16])[C:10](=[O:15])[C:11]([F:14])([F:13])[CH2:12][N:6]([CH:1]5[CH2:5][CH2:4][CH2:3][CH2:2]5)[C:7]=4[N:20]=3)=[C:23]([O:31][CH3:32])[CH:24]=2)[CH2:35]1. The yield is 0.340.